From a dataset of Catalyst prediction with 721,799 reactions and 888 catalyst types from USPTO. Predict which catalyst facilitates the given reaction. (1) Reactant: C(O)(C(F)(F)F)=O.[NH2:8][CH2:9][CH2:10][CH2:11][C@:12]([C@@H:21]1[CH2:26][CH2:25][CH2:24][N:23]([C:27]([O:29][C:30]([CH3:33])([CH3:32])[CH3:31])=[O:28])[CH2:22]1)([C:14]1[CH:19]=[CH:18][CH:17]=[C:16]([Cl:20])[CH:15]=1)[OH:13].[S:34](N)([NH2:37])(=[O:36])=[O:35].CCN(C(C)C)C(C)C. Product: [NH2:37][S:34]([NH:8][CH2:9][CH2:10][CH2:11][C@:12]([C@@H:21]1[CH2:26][CH2:25][CH2:24][N:23]([C:27]([O:29][C:30]([CH3:33])([CH3:32])[CH3:31])=[O:28])[CH2:22]1)([C:14]1[CH:19]=[CH:18][CH:17]=[C:16]([Cl:20])[CH:15]=1)[OH:13])(=[O:36])=[O:35]. The catalyst class is: 12. (2) Reactant: CC(C)=[O:3].OS(O)(=O)=O.O=[Cr](=O)=O.[C:14]1([C:20]2[CH:24]=[CH:23][S:22][C:21]=2[CH:25]=[O:26])[CH:19]=[CH:18][CH:17]=[CH:16][CH:15]=1.C(O)(C)C. Product: [C:14]1([C:20]2[CH:24]=[CH:23][S:22][C:21]=2[C:25]([OH:3])=[O:26])[CH:15]=[CH:16][CH:17]=[CH:18][CH:19]=1. The catalyst class is: 21. (3) Product: [Cl:1][C:2]1[C:3]([F:41])=[C:4]([CH:38]=[CH:39][CH:40]=1)[CH2:5][NH:6][C:7]([C@@H:9]1[CH2:13][C@@H:12]([F:14])[CH2:11][N:10]1[C:15](=[O:37])[CH2:16][N:17]1[C:25]2[C:20](=[CH:21][C:22]([O:26][CH2:27][C:28]3[N:47]=[CH:32][CH:31]=[CH:30][N:29]=3)=[CH:23][CH:24]=2)[C:19]([C:34](=[O:36])[CH3:35])=[CH:18]1)=[O:8]. Reactant: [Cl:1][C:2]1[C:3]([F:41])=[C:4]([CH:38]=[CH:39][CH:40]=1)[CH2:5][NH:6][C:7]([C@@H:9]1[CH2:13][C@@H:12]([F:14])[CH2:11][N:10]1[C:15](=[O:37])[CH2:16][N:17]1[C:25]2[C:20](=[CH:21][C:22]([O:26][CH2:27][C:28]3C=[CH:32][CH:31]=[CH:30][N:29]=3)=[CH:23][CH:24]=2)[C:19]([C:34](=[O:36])[CH3:35])=[CH:18]1)=[O:8].ClC1C(F)=C(C=CC=1)C[NH:47]C([C@@H]1C[C@@H](F)CN1C(=O)CN1C2C(=CC(O)=CC=2)C(C(=O)C)=C1)=O.C(=O)([O-])[O-].[Cs+].[Cs+].ClCC1N=CC=CN=1. The catalyst class is: 16.